This data is from Catalyst prediction with 721,799 reactions and 888 catalyst types from USPTO. The task is: Predict which catalyst facilitates the given reaction. Reactant: [NH2:1][C:2]1[N:7]=[C:6]([C:8]2[O:9][CH:10]=[CH:11][CH:12]=2)[C:5]([C:13]#[N:14])=[C:4](S(C)=O)[N:3]=1.Cl.[CH:19]([NH:22][C:23](=[O:32])[C:24]1[CH:29]=[CH:28][C:27]([CH2:30][NH2:31])=[CH:26][CH:25]=1)([CH3:21])[CH3:20].C1CCN2C(=NCCC2)CC1. Product: [NH2:1][C:2]1[N:3]=[C:4]([NH:31][CH2:30][C:27]2[CH:26]=[CH:25][C:24]([C:23]([NH:22][CH:19]([CH3:21])[CH3:20])=[O:32])=[CH:29][CH:28]=2)[C:5]([C:13]#[N:14])=[C:6]([C:8]2[O:9][CH:10]=[CH:11][CH:12]=2)[N:7]=1. The catalyst class is: 57.